From a dataset of Forward reaction prediction with 1.9M reactions from USPTO patents (1976-2016). Predict the product of the given reaction. (1) The product is: [CH3:18][N:19]([CH3:35])[C@@H:20]1[CH2:24][CH2:23][N:22]([C:25]([C:27]2[CH:31]=[C:30]([CH3:32])[NH:29][C:28]=2[CH:33]=[C:10]2[C:9]3[C:13](=[CH:14][CH:15]=[CH:16][C:8]=3[C:4]3[CH:5]=[CH:6][CH:7]=[C:2]([F:1])[CH:3]=3)[NH:12][C:11]2=[O:17])=[O:26])[CH2:21]1. Given the reactants [F:1][C:2]1[CH:3]=[C:4]([C:8]2[CH:16]=[CH:15][CH:14]=[C:13]3[C:9]=2[CH2:10][C:11](=[O:17])[NH:12]3)[CH:5]=[CH:6][CH:7]=1.[CH3:18][N:19]([CH3:35])[C@@H:20]1[CH2:24][CH2:23][N:22]([C:25]([C:27]2[CH:31]=[C:30]([CH3:32])[NH:29][C:28]=2[CH:33]=O)=[O:26])[CH2:21]1, predict the reaction product. (2) The product is: [I:7][C:8]1[CH:9]=[CH:10][C:11]([C:14]2[C:18]3[CH2:19][N:20]([C:23](=[O:25])[CH3:24])[CH2:21][CH2:22][C:17]=3[N:16]([CH2:26][CH:28]3[CH2:29][O:30]3)[N:15]=2)=[CH:12][CH:13]=1. Given the reactants C([O-])([O-])=O.[Cs+].[Cs+].[I:7][C:8]1[CH:13]=[CH:12][C:11]([C:14]2[C:18]3[CH2:19][N:20]([C:23](=[O:25])[CH3:24])[CH2:21][CH2:22][C:17]=3[NH:16][N:15]=2)=[CH:10][CH:9]=1.[CH2:26]([CH:28]1[O:30][CH2:29]1)Cl, predict the reaction product. (3) The product is: [NH2:18][C:14]1[CH:13]=[C:12]([CH:17]=[CH:16][CH:15]=1)[CH2:11][S:9][C:3]1[CH:4]=[CH:5][C:6]([Cl:8])=[CH:7][C:2]=1[NH:1][S:28]([C:25]1[CH:26]=[CH:27][C:22]([Cl:21])=[CH:23][CH:24]=1)(=[O:30])=[O:29]. Given the reactants [NH2:1][C:2]1[CH:7]=[C:6]([Cl:8])[CH:5]=[CH:4][C:3]=1[SH:9].Br[CH2:11][C:12]1[CH:17]=[CH:16][CH:15]=[C:14]([N+:18]([O-])=O)[CH:13]=1.[Cl:21][C:22]1[CH:27]=[CH:26][C:25]([S:28](Cl)(=[O:30])=[O:29])=[CH:24][CH:23]=1, predict the reaction product. (4) Given the reactants [CH:1]1([NH:7][S:8]([C:11]2[CH:16]=[CH:15][C:14]([F:17])=[CH:13][CH:12]=2)(=[O:10])=[O:9])[CH2:6][CH2:5][CH2:4][CH2:3][CH2:2]1.Br[CH2:19][C:20]1[CH:29]=[CH:28][C:23]([C:24]([O:26][CH3:27])=[O:25])=[CH:22][CH:21]=1, predict the reaction product. The product is: [CH:1]1([N:7]([CH2:19][C:20]2[CH:29]=[CH:28][C:23]([C:24]([O:26][CH3:27])=[O:25])=[CH:22][CH:21]=2)[S:8]([C:11]2[CH:12]=[CH:13][C:14]([F:17])=[CH:15][CH:16]=2)(=[O:9])=[O:10])[CH2:2][CH2:3][CH2:4][CH2:5][CH2:6]1. (5) Given the reactants [C:1]1([CH:7]([C:11]2[CH:16]=[CH:15][CH:14]=[CH:13][CH:12]=2)[C:8](Cl)=[O:9])[CH:6]=[CH:5][CH:4]=[CH:3][CH:2]=1.[CH3:17][O:18][C:19]1[CH:20]=[C:21]([C:25]2([OH:31])[CH2:30][CH2:29][CH2:28][NH:27][CH2:26]2)[CH:22]=[CH:23][CH:24]=1, predict the reaction product. The product is: [OH:31][C:25]1([C:21]2[CH:22]=[CH:23][CH:24]=[C:19]([O:18][CH3:17])[CH:20]=2)[CH2:30][CH2:29][CH2:28][N:27]([C:8](=[O:9])[CH:7]([C:11]2[CH:16]=[CH:15][CH:14]=[CH:13][CH:12]=2)[C:1]2[CH:6]=[CH:5][CH:4]=[CH:3][CH:2]=2)[CH2:26]1. (6) Given the reactants Cl[C:2]1[N:7]=[C:6]([NH:8][C@H:9]([C:11]2[CH:16]=[CH:15][C:14]([F:17])=[CH:13][CH:12]=2)[CH3:10])[CH:5]=[C:4]([CH3:18])[CH:3]=1.[NH2:19][C:20]1[CH:25]=[N:24][CH:23]=[CH:22][N:21]=1.C1(P(C2CCCCC2)C2C=CC=CC=2C2C(C(C)C)=CC(C(C)C)=CC=2C(C)C)CCCCC1.CC(C)([O-])C.[Na+], predict the reaction product. The product is: [F:17][C:14]1[CH:15]=[CH:16][C:11]([C@@H:9]([NH:8][C:6]2[CH:5]=[C:4]([CH3:18])[CH:3]=[C:2]([NH:19][C:20]3[CH:25]=[N:24][CH:23]=[CH:22][N:21]=3)[N:7]=2)[CH3:10])=[CH:12][CH:13]=1. (7) The product is: [C:1]1([O:7][C:8]2[CH:16]=[CH:15][C:11]([CH2:12][OH:13])=[CH:10][CH:9]=2)[CH:2]=[CH:3][CH:4]=[CH:5][CH:6]=1. Given the reactants [C:1]1([O:7][C:8]2[CH:16]=[CH:15][C:11]([C:12](O)=[O:13])=[CH:10][CH:9]=2)[CH:6]=[CH:5][CH:4]=[CH:3][CH:2]=1.B.Cl, predict the reaction product. (8) Given the reactants Cl.Cl.[NH:3]([C:5]1[CH:6]=[N:7][CH:8]=[CH:9][CH:10]=1)[NH2:4].[C:11](#[N:14])[CH:12]=[CH2:13].N(C1C=NC=CC=1)N, predict the reaction product. The product is: [N:7]1[CH:8]=[CH:9][CH:10]=[C:5]([N:3]2[CH2:13][CH2:12][C:11]([NH2:14])=[N:4]2)[CH:6]=1. (9) Given the reactants [C:1]([O:5][C:6](=[O:17])[NH:7][C:8]([CH3:16])([CH3:15])[CH2:9][CH:10]=[CH:11][N+:12]([O-:14])=[O:13])([CH3:4])([CH3:3])[CH3:2].[BH4-].[Na+], predict the reaction product. The product is: [C:1]([O:5][C:6](=[O:17])[NH:7][C:8]([CH3:16])([CH3:15])[CH2:9][CH2:10][CH2:11][N+:12]([O-:14])=[O:13])([CH3:4])([CH3:2])[CH3:3].